Dataset: Full USPTO retrosynthesis dataset with 1.9M reactions from patents (1976-2016). Task: Predict the reactants needed to synthesize the given product. (1) Given the product [Br:1][C:2]1[CH:7]=[C:6]([F:8])[CH:5]=[CH:4][C:3]=1[S:9]([NH:13][C:14]1[C:23]([C:24]([O:26][CH3:27])=[O:25])=[C:22]2[C:17]([C:18]3[CH:30]=[CH:29][O:28][C:19]=3[CH:20]=[N:21]2)=[CH:16][CH:15]=1)(=[O:11])=[O:10], predict the reactants needed to synthesize it. The reactants are: [Br:1][C:2]1[CH:7]=[C:6]([F:8])[CH:5]=[CH:4][C:3]=1[S:9](Cl)(=[O:11])=[O:10].[NH2:13][C:14]1[C:23]([C:24]([O:26][CH3:27])=[O:25])=[C:22]2[C:17]([C:18]3[CH:30]=[CH:29][O:28][C:19]=3[CH:20]=[N:21]2)=[CH:16][CH:15]=1. (2) Given the product [CH:27]1([C@H:25]([NH:24][C:10]2[N:9]=[C:8]([C:31]#[N:32])[N:7]=[C:6]3[C:11]=2[N:12]([CH2:13][C:14]2[CH:19]=[CH:18][C:17]([C:20]([F:22])([F:21])[F:23])=[CH:16][CH:15]=2)[C:4]([NH:2][CH3:1])=[N:5]3)[CH3:26])[CH2:30][CH2:29][CH2:28]1, predict the reactants needed to synthesize it. The reactants are: [CH3:1][NH2:2].Br[C:4]1[N:12]([CH2:13][C:14]2[CH:19]=[CH:18][C:17]([C:20]([F:23])([F:22])[F:21])=[CH:16][CH:15]=2)[C:11]2[C:6](=[N:7][C:8]([C:31]#[N:32])=[N:9][C:10]=2[NH:24][C@@H:25]([CH:27]2[CH2:30][CH2:29][CH2:28]2)[CH3:26])[N:5]=1. (3) Given the product [OH:56][CH2:55][CH2:54][CH2:53][N:51]1[CH:52]=[C:48]([C:2]2[CH:3]=[CH:4][C:5]([NH:13][C:14]3[C:19]([C:20]([F:21])([F:22])[F:23])=[CH:18][N:17]=[C:16]([NH:24][C:25]4[CH:39]=[CH:38][C:28]([CH2:29][P:30](=[O:37])([O:34][CH2:35][CH3:36])[O:31][CH2:32][CH3:33])=[CH:27][CH:26]=4)[N:15]=3)=[C:6]3[C:10]=2[CH2:9][N:8]([CH3:11])[C:7]3=[O:12])[CH:49]=[N:50]1, predict the reactants needed to synthesize it. The reactants are: Br[C:2]1[CH:3]=[CH:4][C:5]([NH:13][C:14]2[C:19]([C:20]([F:23])([F:22])[F:21])=[CH:18][N:17]=[C:16]([NH:24][C:25]3[CH:39]=[CH:38][C:28]([CH2:29][P:30](=[O:37])([O:34][CH2:35][CH3:36])[O:31][CH2:32][CH3:33])=[CH:27][CH:26]=3)[N:15]=2)=[C:6]2[C:10]=1[CH2:9][N:8]([CH3:11])[C:7]2=[O:12].CC1(C)C(C)(C)OB([C:48]2[CH:49]=[N:50][N:51]([CH2:53][CH2:54][CH2:55][OH:56])[CH:52]=2)O1.